From a dataset of Full USPTO retrosynthesis dataset with 1.9M reactions from patents (1976-2016). Predict the reactants needed to synthesize the given product. (1) Given the product [F:2][C:3]1[CH:8]=[CH:7][CH:6]=[CH:5][C:4]=1[C:9]1[N:13]2[N:14]=[C:15]([S:18][CH:19]([CH2:25][CH3:26])[C:20]([NH2:1])=[O:21])[CH:16]=[CH:17][C:12]2=[N:11][N:10]=1, predict the reactants needed to synthesize it. The reactants are: [NH3:1].[F:2][C:3]1[CH:8]=[CH:7][CH:6]=[CH:5][C:4]=1[C:9]1[N:13]2[N:14]=[C:15]([S:18][CH:19]([CH2:25][CH3:26])[C:20](OCC)=[O:21])[CH:16]=[CH:17][C:12]2=[N:11][N:10]=1. (2) Given the product [CH2:34]([N:24]1[CH2:23][CH2:22][CH:21]([CH2:20][CH2:19][O:18][C:15]2[CH:16]=[CH:17][C:12]([C:9]3[N:8]=[C:7]([C:31]#[N:32])[N:6]=[C:5]4[C:10]=3[N:11]=[C:3]([CH3:2])[N:4]4[CH3:33])=[CH:13][C:14]=2[C:27]([F:29])([F:30])[F:28])[CH2:26][CH2:25]1)[CH3:35], predict the reactants needed to synthesize it. The reactants are: Cl.[CH3:2][C:3]1[N:4]([CH3:33])[C:5]2[C:10]([N:11]=1)=[C:9]([C:12]1[CH:17]=[CH:16][C:15]([O:18][CH2:19][CH2:20][CH:21]3[CH2:26][CH2:25][NH:24][CH2:23][CH2:22]3)=[C:14]([C:27]([F:30])([F:29])[F:28])[CH:13]=1)[N:8]=[C:7]([C:31]#[N:32])[N:6]=2.[C:34](O[BH-](OC(=O)C)OC(=O)C)(=O)[CH3:35].[Na+].C(=O)C.C([O-])(O)=O.[Na+].